Dataset: Full USPTO retrosynthesis dataset with 1.9M reactions from patents (1976-2016). Task: Predict the reactants needed to synthesize the given product. (1) Given the product [CH:34]([N:24]1[CH2:25][C@H:26]2[C@@H:19]([NH:18][C:16](=[O:17])[CH:15]([CH:9]3[CH2:10][CH2:11][CH2:12][CH2:13][CH2:14]3)[CH:27]3[CH2:32][CH2:31][CH2:30][CH2:29][CH2:28]3)[CH2:20][CH2:21][C@H:22]2[CH2:23]1)([C:35]1[CH:40]=[CH:39][CH:38]=[CH:37][CH:36]=1)[C:41]1[CH:46]=[CH:45][CH:44]=[CH:43][CH:42]=1, predict the reactants needed to synthesize it. The reactants are: [I-].[K+].C(=O)([O-])[O-].[Na+].[Na+].[CH:9]1([CH:15]([CH:27]2[CH2:32][CH2:31][CH2:30][CH2:29][CH2:28]2)[C:16]([NH:18][C@@H:19]2[C@H:26]3[C@H:22]([CH2:23][NH:24][CH2:25]3)[CH2:21][CH2:20]2)=[O:17])[CH2:14][CH2:13][CH2:12][CH2:11][CH2:10]1.Br[CH:34]([C:41]1[CH:46]=[CH:45][CH:44]=[CH:43][CH:42]=1)[C:35]1[CH:40]=[CH:39][CH:38]=[CH:37][CH:36]=1. (2) Given the product [Cl:1][C:2]1[C:33]([CH3:34])=[CH:32][C:5]([O:6][CH2:7][CH2:8][CH2:9][C:10]2[C:18]3[C:13](=[C:14]([C:19]4[C:23]([CH3:24])=[N:22][N:21]([CH2:43][C:44]5[N:49]=[CH:48][CH:47]=[CH:46][N:45]=5)[C:20]=4[CH3:25])[CH:15]=[CH:16][CH:17]=3)[N:12]([CH2:26][CH2:27][C:28]([OH:30])=[O:29])[C:11]=2[CH3:31])=[CH:4][C:3]=1[CH3:35], predict the reactants needed to synthesize it. The reactants are: [Cl:1][C:2]1[C:33]([CH3:34])=[CH:32][C:5]([O:6][CH2:7][CH2:8][CH2:9][C:10]2[C:18]3[C:13](=[C:14]([C:19]4[C:20]([CH3:25])=[N:21][NH:22][C:23]=4[CH3:24])[CH:15]=[CH:16][CH:17]=3)[N:12]([CH2:26][CH2:27][C:28]([OH:30])=[O:29])[C:11]=2[CH3:31])=[CH:4][C:3]=1[CH3:35].C(=O)([O-])[O-].[Cs+].[Cs+].Br[CH2:43][C:44]1[N:49]=[CH:48][CH:47]=[CH:46][N:45]=1. (3) Given the product [CH2:18]([O:25][C:26]([N:9]1[CH:6]2[CH2:7][CH2:8][CH:2]1[CH2:3][C:4](=[O:10])[CH2:5]2)=[O:27])[C:19]1[CH:24]=[CH:23][CH:22]=[CH:21][CH:20]=1, predict the reactants needed to synthesize it. The reactants are: Cl.[CH:2]12[NH:9][CH:6]([CH2:7][CH2:8]1)[CH2:5][C:4](=[O:10])[CH2:3]2.C(N(CC)CC)C.[CH2:18]([O:25][C:26](Cl)=[O:27])[C:19]1[CH:24]=[CH:23][CH:22]=[CH:21][CH:20]=1.C(=O)([O-])O.[Na+]. (4) Given the product [C:3]1([C:20]2[CH:25]=[CH:24][CH:23]=[CH:22][CH:21]=2)[CH:8]=[CH:7][C:6]([NH:9][C:10]2[CH:15]=[N:14][CH:13]=[C:12]3[S:16][C:17]([NH:19][C:31](=[O:32])[C:30]([F:41])([F:40])[F:29])=[CH:18][C:11]=23)=[CH:5][CH:4]=1, predict the reactants needed to synthesize it. The reactants are: Cl.Cl.[C:3]1([C:20]2[CH:25]=[CH:24][CH:23]=[CH:22][CH:21]=2)[CH:8]=[CH:7][C:6]([NH:9][C:10]2[C:11]3[CH:18]=[C:17]([NH2:19])[S:16][C:12]=3[CH:13]=[N:14][CH:15]=2)=[CH:5][CH:4]=1.ClCCl.[F:29][C:30]([F:41])([F:40])[C:31](O[C:31](=[O:32])[C:30]([F:41])([F:40])[F:29])=[O:32]. (5) Given the product [F:19][C:2]([F:1])([F:18])[C:3]1[N:7]=[C:6]([C:8]2[C:16]3[CH2:15][CH2:14][O:13][CH2:12][C:11]=3[S:10][C:9]=2[NH:17][C:28]([C:20]2[CH2:24][CH2:23][CH2:22][C:21]=2[C:25]([OH:27])=[O:26])=[O:29])[O:5][N:4]=1, predict the reactants needed to synthesize it. The reactants are: [F:1][C:2]([F:19])([F:18])[C:3]1[N:7]=[C:6]([C:8]2[C:16]3[CH2:15][CH2:14][O:13][CH2:12][C:11]=3[S:10][C:9]=2[NH2:17])[O:5][N:4]=1.[C:20]12[C:28](=[O:29])[O:27][C:25](=[O:26])[C:21]=1[CH2:22][CH2:23][CH2:24]2. (6) Given the product [OH:8][CH2:7][CH:4]1[CH2:5][CH2:6][N:1]([C:9]([O:11][C:12]([CH3:15])([CH3:14])[CH3:13])=[O:10])[CH2:2][CH2:3]1, predict the reactants needed to synthesize it. The reactants are: [NH:1]1[CH2:6][CH2:5][CH:4]([CH2:7][OH:8])[CH2:3][CH2:2]1.[C:9](O[C:9]([O:11][C:12]([CH3:15])([CH3:14])[CH3:13])=[O:10])([O:11][C:12]([CH3:15])([CH3:14])[CH3:13])=[O:10].[Na+].C(=O)([O-])[O-].[Na+].C(OCC)(=O)C.